This data is from Peptide-MHC class I binding affinity with 185,985 pairs from IEDB/IMGT. The task is: Regression. Given a peptide amino acid sequence and an MHC pseudo amino acid sequence, predict their binding affinity value. This is MHC class I binding data. The peptide sequence is YLRQRQAAL. The MHC is BoLA-HD6 with pseudo-sequence BoLA-HD6. The binding affinity (normalized) is 0.905.